This data is from Full USPTO retrosynthesis dataset with 1.9M reactions from patents (1976-2016). The task is: Predict the reactants needed to synthesize the given product. (1) Given the product [CH:37]([O-:41])=[O:38].[F:29][C:26]1[CH:25]=[CH:24][C:23]([C:21](=[O:22])[CH2:20][CH2:19][CH2:18][N+:16]2([CH2:39][O:38][C:37](=[O:41])[NH:36][CH2:30][CH2:31][CH2:32][CH2:33][CH2:34][CH3:35])[CH2:15][CH2:14][C@@H:13]3[N:5]4[C:6]5[C:7]([C@@H:12]3[CH2:17]2)=[CH:8][CH:9]=[CH:10][C:11]=5[N:2]([CH3:1])[CH2:3][CH2:4]4)=[CH:28][CH:27]=1, predict the reactants needed to synthesize it. The reactants are: [CH3:1][N:2]1[C:11]2[CH:10]=[CH:9][CH:8]=[C:7]3[C@@H:12]4[CH2:17][N:16]([CH2:18][CH2:19][CH2:20][C:21]([C:23]5[CH:28]=[CH:27][C:26]([F:29])=[CH:25][CH:24]=5)=[O:22])[CH2:15][CH2:14][C@@H:13]4[N:5]([C:6]=23)[CH2:4][CH2:3]1.[CH2:30]([NH:36][C:37](=[O:41])[O:38][CH2:39]Cl)[CH2:31][CH2:32][CH2:33][CH2:34][CH3:35].[Na+].[I-]. (2) Given the product [C:1]([C@@H:5]1[C:18]2[C:13](=[CH:14][CH:15]=[CH:16][CH:17]=2)[C:12]2[CH:11]=[CH:10][CH:9]=[CH:8][C:7]=2[N:6]1[S:19]([C:22]1[CH:27]=[CH:26][C:25]([OH:28])=[CH:24][CH:23]=1)(=[O:21])=[O:20])([CH3:4])([CH3:2])[CH3:3], predict the reactants needed to synthesize it. The reactants are: [C:1]([C@@H:5]1[C:18]2[C:13](=[CH:14][CH:15]=[CH:16][CH:17]=2)[C:12]2[CH:11]=[CH:10][CH:9]=[CH:8][C:7]=2[N:6]1[S:19]([C:22]1[CH:27]=[CH:26][C:25]([O:28]C)=[CH:24][CH:23]=1)(=[O:21])=[O:20])([CH3:4])([CH3:3])[CH3:2].C1CCCCC=1.B(Br)(Br)Br.ClCCl.